From a dataset of NCI-60 drug combinations with 297,098 pairs across 59 cell lines. Regression. Given two drug SMILES strings and cell line genomic features, predict the synergy score measuring deviation from expected non-interaction effect. (1) Drug 1: CCC1(CC2CC(C3=C(CCN(C2)C1)C4=CC=CC=C4N3)(C5=C(C=C6C(=C5)C78CCN9C7C(C=CC9)(C(C(C8N6C=O)(C(=O)OC)O)OC(=O)C)CC)OC)C(=O)OC)O.OS(=O)(=O)O. Drug 2: C1CN(CCN1C(=O)CCBr)C(=O)CCBr. Cell line: KM12. Synergy scores: CSS=9.78, Synergy_ZIP=-2.04, Synergy_Bliss=0.567, Synergy_Loewe=3.28, Synergy_HSA=1.24. (2) Drug 1: C(=O)(N)NO. Drug 2: CN(CCCl)CCCl.Cl. Cell line: MOLT-4. Synergy scores: CSS=25.6, Synergy_ZIP=1.38, Synergy_Bliss=1.76, Synergy_Loewe=-38.8, Synergy_HSA=-4.43.